Dataset: Reaction yield outcomes from USPTO patents with 853,638 reactions. Task: Predict the reaction yield, written as a fraction of the theoretical maximum amount of product (1.0 means a 100% yield; for example, 0.34 means a 34% yield). (1) The yield is 0.720. The product is [CH3:24][O:25][C:26]1[CH:34]=[CH:33][C:29]([C:30]([NH:1][C:2]2[CH:3]=[C:4]([C:11]3[N:12]=[C:13]([NH:16][C:17](=[O:23])[O:18][C:19]([CH3:20])([CH3:22])[CH3:21])[S:14][CH:15]=3)[CH:5]=[CH:6][C:7]=2[N+:8]([O-:10])=[O:9])=[O:31])=[CH:28][CH:27]=1. The catalyst is N1C=CC=CC=1. The reactants are [NH2:1][C:2]1[CH:3]=[C:4]([C:11]2[N:12]=[C:13]([NH:16][C:17](=[O:23])[O:18][C:19]([CH3:22])([CH3:21])[CH3:20])[S:14][CH:15]=2)[CH:5]=[CH:6][C:7]=1[N+:8]([O-:10])=[O:9].[CH3:24][O:25][C:26]1[CH:34]=[CH:33][C:29]([C:30](Cl)=[O:31])=[CH:28][CH:27]=1. (2) The reactants are O[C:2]1([CH2:13][C:14]([N:16]([CH3:18])[CH3:17])=O)[C:10]2[C:5](=[CH:6][CH:7]=[C:8]([I:11])[CH:9]=2)[NH:4][C:3]1=O.[BH4-].[Na+].B(F)(F)F.[OH-].[Na+].C1N2CCN(CC2)C1. The catalyst is C1(C)C=CC=CC=1.O.COCCOC. The product is [I:11][C:8]1[CH:9]=[C:10]2[C:5](=[CH:6][CH:7]=1)[NH:4][CH:3]=[C:2]2[CH2:13][CH2:14][N:16]([CH3:17])[CH3:18]. The yield is 0.109. (3) The reactants are [F:1][C:2]1[CH:7]=[CH:6][C:5]([CH2:8][C:9]2[CH:10]=[C:11]([NH:20][CH:21]=[C:22]([CH3:24])[CH3:23])[C:12]([C:15]([O:17][CH2:18][CH3:19])=[O:16])=[N:13][CH:14]=2)=[CH:4][CH:3]=1.Cl[C:26](=[O:33])[CH2:27][C:28]([O:30][CH2:31][CH3:32])=[O:29].ClCCl.C(=O)(O)[O-].[Na+]. The catalyst is ClCCCl. The product is [CH2:31]([O:30][C:28](=[O:29])[CH2:27][C:26]([N:20]([CH2:21][CH:22]([CH3:23])[CH3:24])[C:11]1[C:12]([C:15]([O:17][CH2:18][CH3:19])=[O:16])=[N:13][CH:14]=[C:9]([CH2:8][C:5]2[CH:4]=[CH:3][C:2]([F:1])=[CH:7][CH:6]=2)[CH:10]=1)=[O:33])[CH3:32]. The yield is 0.550. (4) The reactants are [CH2:1]([O:8][C:9]1[CH:10]=[C:11]([CH2:15][CH:16]([NH:22][C:23]([NH:25][CH2:26][C:27]2[CH:32]=[CH:31][C:30]([NH:33]C(OC(C)(C)C)=O)=[CH:29][CH:28]=2)=[O:24])[C:17]([O:19][CH2:20][CH3:21])=[O:18])[CH:12]=[CH:13][CH:14]=1)[C:2]1[CH:7]=[CH:6][CH:5]=[CH:4][CH:3]=1. The catalyst is C(Cl)Cl. The product is [NH2:33][C:30]1[CH:29]=[CH:28][C:27]([CH2:26][NH:25][C:23](=[O:24])[NH:22][CH:16]([CH2:15][C:11]2[CH:12]=[CH:13][CH:14]=[C:9]([O:8][CH2:1][C:2]3[CH:3]=[CH:4][CH:5]=[CH:6][CH:7]=3)[CH:10]=2)[C:17]([O:19][CH2:20][CH3:21])=[O:18])=[CH:32][CH:31]=1. The yield is 0.910.